The task is: Predict the product of the given reaction.. This data is from Forward reaction prediction with 1.9M reactions from USPTO patents (1976-2016). (1) Given the reactants [C:1]([C:3]1[CH:11]=[CH:10][C:6]([C:7]([OH:9])=O)=[CH:5][CH:4]=1)#[N:2].[NH:12]1[CH2:17][CH2:16][CH:15]([NH:18][C:19]([NH:21][C:22]2[CH:27]=[CH:26][C:25]([C:28]([F:31])([F:30])[F:29])=[CH:24][CH:23]=2)=[O:20])[CH2:14][CH2:13]1.Cl.CN(CCCN=C=NCC)C, predict the reaction product. The product is: [C:1]([C:3]1[CH:4]=[CH:5][C:6]([C:7]([N:12]2[CH2:17][CH2:16][CH:15]([NH:18][C:19]([NH:21][C:22]3[CH:27]=[CH:26][C:25]([C:28]([F:29])([F:30])[F:31])=[CH:24][CH:23]=3)=[O:20])[CH2:14][CH2:13]2)=[O:9])=[CH:10][CH:11]=1)#[N:2]. (2) Given the reactants [CH2:1]([N:8]1[C:19]2[C:11](=[C:12]([OH:31])[C:13]3[C:14](=[O:30])[N:15]([CH2:22][C:23]4[CH:28]=[CH:27][C:26]([F:29])=[CH:25][CH:24]=4)[C:16](=[O:21])[C:17]=3[C:18]=2[OH:20])[N:10]=[CH:9]1)[C:2]1[CH:7]=[CH:6][CH:5]=[CH:4][CH:3]=1.N1C=CC=CC=1.Cl[C:39]([O:41][CH2:42][CH3:43])=[O:40], predict the reaction product. The product is: [CH2:42]([O:41][C:39](=[O:40])[O:20][C:18]1[C:17]2[C:16](=[O:21])[N:15]([CH2:22][C:23]3[CH:28]=[CH:27][C:26]([F:29])=[CH:25][CH:24]=3)[C:14](=[O:30])[C:13]=2[C:12]([OH:31])=[C:11]2[C:19]=1[N:8]([CH2:1][C:2]1[CH:7]=[CH:6][CH:5]=[CH:4][CH:3]=1)[CH:9]=[N:10]2)[CH3:43]. (3) Given the reactants CS(O[CH2:6][CH2:7][C:8]1[O:9][C:10]([Br:23])=[C:11]([C:13]2[CH:18]=[CH:17][C:16]([C:19]([F:22])([F:21])[F:20])=[CH:15][CH:14]=2)[N:12]=1)(=O)=O.[H-].[Na+].[C:26]([O:34][CH2:35][CH3:36])(=[O:33])[CH2:27][C:28]([O:30][CH2:31][CH3:32])=[O:29].O, predict the reaction product. The product is: [Br:23][C:10]1[O:9][C:8]([CH2:7][CH2:6][CH:27]([C:28]([O:30][CH2:31][CH3:32])=[O:29])[C:26]([O:34][CH2:35][CH3:36])=[O:33])=[N:12][C:11]=1[C:13]1[CH:18]=[CH:17][C:16]([C:19]([F:22])([F:21])[F:20])=[CH:15][CH:14]=1. (4) Given the reactants [C:1]1(=[O:8])[NH:7][CH2:6][CH2:5][CH2:4][CH2:3][CH2:2]1.[P:9](=[O:13])([OH:12])([OH:11])[OH:10], predict the reaction product. The product is: [P:9]([OH:13])([OH:12])([OH:11])=[O:10].[C:1]1(=[O:8])[NH:7][CH2:6][CH2:5][CH2:4][CH2:3][CH2:2]1. (5) Given the reactants [OH:1][C:2]1[CH:7]=[CH:6][C:5]([CH2:8][CH2:9][C:10]2[CH:11]=[CH:12][C:13]3[O:17][C:16]([CH:18]([NH:20][C:21](=[O:23])[CH3:22])[CH3:19])=[CH:15][C:14]=3[CH:24]=2)=[CH:4][CH:3]=1.Br[CH2:26][CH2:27][CH3:28].C(=O)([O-])[O-].[K+].[K+].O, predict the reaction product. The product is: [CH2:26]([O:1][C:2]1[CH:7]=[CH:6][C:5]([CH2:8][CH2:9][C:10]2[CH:11]=[CH:12][C:13]3[O:17][C:16]([CH:18]([NH:20][C:21](=[O:23])[CH3:22])[CH3:19])=[CH:15][C:14]=3[CH:24]=2)=[CH:4][CH:3]=1)[CH2:27][CH3:28]. (6) Given the reactants C1(P(C2C=CC=CC=2)C2C=CC=CC=2)C=CC=CC=1.[N:20]([CH2:23][C@H:24]1[O:28][C:27](=[O:29])[N:26]([C:30]2[CH:35]=[CH:34][C:33]([S:36][C:37]([C:50]3[CH:55]=[CH:54][CH:53]=[CH:52][CH:51]=3)([C:44]3[CH:49]=[CH:48][CH:47]=[CH:46][CH:45]=3)[C:38]3[CH:43]=[CH:42][CH:41]=[CH:40][CH:39]=3)=[C:32]([F:56])[CH:31]=2)[CH2:25]1)=[N+]=[N-].O.[C:58](OC(=O)C)(=[O:60])[CH3:59].N1C=CC=CC=1, predict the reaction product. The product is: [C:58]([NH:20][CH2:23][C@@H:24]1[O:28][C:27](=[O:29])[N:26]([C:30]2[CH:35]=[CH:34][C:33]([S:36][C:37]([C:50]3[CH:55]=[CH:54][CH:53]=[CH:52][CH:51]=3)([C:44]3[CH:49]=[CH:48][CH:47]=[CH:46][CH:45]=3)[C:38]3[CH:43]=[CH:42][CH:41]=[CH:40][CH:39]=3)=[C:32]([F:56])[CH:31]=2)[CH2:25]1)(=[O:60])[CH3:59]. (7) Given the reactants [Cl:1][C:2]1[CH:3]=[C:4]([NH:8][C:9]2[C:14]([N+:15]([O-])=O)=[CH:13][CH:12]=[CH:11][N:10]=2)[CH:5]=[CH:6][CH:7]=1.Cl.C(=O)(O)[O-].[Na+], predict the reaction product. The product is: [NH2:15][C:14]1[C:9]([NH:8][C:4]2[CH:5]=[CH:6][CH:7]=[C:2]([Cl:1])[CH:3]=2)=[N:10][CH:11]=[CH:12][CH:13]=1.